From a dataset of Forward reaction prediction with 1.9M reactions from USPTO patents (1976-2016). Predict the product of the given reaction. (1) Given the reactants C(O[C:4](=[O:18])[CH:5]([NH:7][CH2:8][CH2:9][O:10][Si:11]([C:14]([CH3:17])([CH3:16])[CH3:15])([CH3:13])[CH3:12])[CH3:6])C.S([O-])([O-])(=O)=O.[Mg+2].[F:25][C:26]1[CH:43]=[CH:42][C:29]([CH2:30][C:31]2[C:40]3[C:35](=[CH:36][CH:37]=[CH:38][CH:39]=3)[C:34](=[O:41])[NH:33][N:32]=2)=[CH:28][C:27]=1[N:44]=[C:45]=[O:46].C(Cl)Cl.CO, predict the reaction product. The product is: [C:14]([Si:11]([CH3:12])([CH3:13])[O:10][CH2:9][CH2:8][N:7]1[CH:5]([CH3:6])[C:4](=[O:18])[N:44]([C:27]2[CH:28]=[C:29]([CH2:30][C:31]3[C:40]4[C:35](=[CH:36][CH:37]=[CH:38][CH:39]=4)[C:34](=[O:41])[NH:33][N:32]=3)[CH:42]=[CH:43][C:26]=2[F:25])[C:45]1=[O:46])([CH3:15])([CH3:16])[CH3:17]. (2) Given the reactants [C:1](#[N:3])[CH3:2].[H-].[Na+].C[O:7][C:8](=O)[C:9]1[CH:14]=[CH:13][C:12]([C:15]#[N:16])=[CH:11][CH:10]=1, predict the reaction product. The product is: [C:1]([CH2:2][C:8]([C:9]1[CH:14]=[CH:13][C:12]([C:15]#[N:16])=[CH:11][CH:10]=1)=[O:7])#[N:3].